Dataset: Ames mutagenicity test results for genotoxicity prediction. Task: Regression/Classification. Given a drug SMILES string, predict its toxicity properties. Task type varies by dataset: regression for continuous values (e.g., LD50, hERG inhibition percentage) or binary classification for toxic/non-toxic outcomes (e.g., AMES mutagenicity, cardiotoxicity, hepatotoxicity). Dataset: ames. The compound is CCc1ccc(C)cc1. The result is 0 (non-mutagenic).